From a dataset of Catalyst prediction with 721,799 reactions and 888 catalyst types from USPTO. Predict which catalyst facilitates the given reaction. (1) Reactant: [NH2:1][C:2]1[S:3][C:4](Br)=[CH:5][N:6]=1.C(=O)([O-])[O-].[K+].[K+].[SH:14][CH2:15][CH2:16][C:17]([O:19][CH2:20][CH3:21])=[O:18]. Product: [CH2:20]([O:19][C:17](=[O:18])[CH2:16][CH2:15][S:14][C:4]1[S:3][C:2]([NH2:1])=[N:6][CH:5]=1)[CH3:21]. The catalyst class is: 3. (2) Reactant: Br[CH:2]([C:10]1[CH:15]=[CH:14][CH:13]=[CH:12][CH:11]=1)[C:3]1[CH:8]=[CH:7][C:6]([Cl:9])=[CH:5][CH:4]=1.[NH:16]1[CH2:19][CH:18]([CH:20]([C:25]2[CH:30]=[C:29]([F:31])[CH:28]=[C:27]([F:32])[CH:26]=2)[C:21]([O:23][CH3:24])=[O:22])[CH2:17]1.C(N(C(C)C)CC)(C)C. Product: [Cl:9][C:6]1[CH:7]=[CH:8][C:3]([CH:2]([C:10]2[CH:15]=[CH:14][CH:13]=[CH:12][CH:11]=2)[N:16]2[CH2:19][C:18](=[C:20]([C:25]3[CH:30]=[C:29]([F:31])[CH:28]=[C:27]([F:32])[CH:26]=3)[C:21]([O:23][CH3:24])=[O:22])[CH2:17]2)=[CH:4][CH:5]=1. The catalyst class is: 10.